This data is from Forward reaction prediction with 1.9M reactions from USPTO patents (1976-2016). The task is: Predict the product of the given reaction. (1) Given the reactants [CH2:1]([O:4][C:5]1[CH:10]=[C:9]([CH3:11])[C:8]([S:12](Cl)(=[O:14])=[O:13])=[C:7]([CH3:16])[CH:6]=1)[C:2]#[CH:3].[OH:17][CH2:18][C@:19]([OH:69])([CH3:68])[C:20](=[O:67])[C@@H:21]([NH:26][C:27](=[O:66])[C@@H:28]([NH:36][C:37](=[O:65])[C@@H:38]([NH:43][C:44](=[O:64])[C@@H:45]([NH:54][C:55](=[O:63])[CH2:56][N:57]1[CH2:62][CH2:61][O:60][CH2:59][CH2:58]1)[CH2:46][CH2:47][C:48]1[CH:53]=[CH:52][CH:51]=[CH:50][CH:49]=1)[CH2:39][CH:40]([CH3:42])[CH3:41])[CH2:29][C:30]1[CH:35]=[CH:34][CH:33]=[CH:32][CH:31]=1)[CH2:22][CH:23]([CH3:25])[CH3:24], predict the reaction product. The product is: [CH3:11][C:9]1[CH:10]=[C:5]([O:4][CH2:1][C:2]#[CH:3])[CH:6]=[C:7]([CH3:16])[C:8]=1[S:12]([O:17][CH2:18][C:19]([OH:69])([CH3:68])[C:20](=[O:67])[C@H:21]([CH2:22][CH:23]([CH3:24])[CH3:25])[NH:26][C:27](=[O:66])[C@H:28]([CH2:29][C:30]1[CH:35]=[CH:34][CH:33]=[CH:32][CH:31]=1)[NH:36][C:37](=[O:65])[C@H:38]([CH2:39][CH:40]([CH3:42])[CH3:41])[NH:43][C:44](=[O:64])[C@H:45]([CH2:46][CH2:47][C:48]1[CH:53]=[CH:52][CH:51]=[CH:50][CH:49]=1)[NH:54][C:55](=[O:63])[CH2:56][N:57]1[CH2:62][CH2:61][O:60][CH2:59][CH2:58]1)(=[O:14])=[O:13]. (2) Given the reactants Br.Cl[C:3]1[CH:4]=[C:5]([CH3:13])[C:6]2[N:7]([C:9]([NH2:12])=[N:10][N:11]=2)[N:8]=1.[NH:14]1[CH2:18][CH2:17][CH2:16][CH2:15]1.O, predict the reaction product. The product is: [CH3:13][C:5]1[C:6]2[N:7]([C:9]([NH2:12])=[N:10][N:11]=2)[N:8]=[C:3]([N:14]2[CH2:18][CH2:17][CH2:16][CH2:15]2)[CH:4]=1. (3) Given the reactants [F:1][C:2]1[CH:3]=[N:4][C:5]([CH:8]([NH2:10])[CH3:9])=[N:6][CH:7]=1.Cl[C:12]1[N:17]=[C:16]([NH:18][C:19]2[CH:23]=[C:22]([O:24][CH:25]([CH3:27])[CH3:26])[NH:21][N:20]=2)[C:15]([Cl:28])=[CH:14][N:13]=1.CCN(C(C)C)C(C)C, predict the reaction product. The product is: [Cl:28][C:15]1[C:16]([NH:18][C:19]2[CH:23]=[C:22]([O:24][CH:25]([CH3:27])[CH3:26])[NH:21][N:20]=2)=[N:17][C:12]([NH:10][CH:8]([C:5]2[N:6]=[CH:7][C:2]([F:1])=[CH:3][N:4]=2)[CH3:9])=[N:13][CH:14]=1.